From a dataset of Forward reaction prediction with 1.9M reactions from USPTO patents (1976-2016). Predict the product of the given reaction. (1) Given the reactants [Cl:1][C:2]1[CH:9]=[CH:8][C:5]([CH2:6][NH2:7])=[CH:4][CH:3]=1.C[Al](C)C.C[O:15][C:16]([C:18]1[C:23]([CH:24]([CH3:26])[CH3:25])=[N:22][C:21]([N:27]2[CH2:32][CH2:31][O:30][CH2:29][CH2:28]2)=[CH:20][N:19]=1)=O.[Cl-].[NH4+], predict the reaction product. The product is: [Cl:1][C:2]1[CH:9]=[CH:8][C:5]([CH2:6][NH:7][C:16]([C:18]2[C:23]([CH:24]([CH3:26])[CH3:25])=[N:22][C:21]([N:27]3[CH2:32][CH2:31][O:30][CH2:29][CH2:28]3)=[CH:20][N:19]=2)=[O:15])=[CH:4][CH:3]=1. (2) Given the reactants C([O:3][C:4](=[O:44])[CH:5]([NH:14][C:15]([C:17]1[N:18]([C:34]2[CH:39]=[CH:38][CH:37]=[C:36]([C:40]([F:43])([F:42])[F:41])[CH:35]=2)[N:19]=[C:20]([C:22]2[CH:27]=[CH:26][C:25]([C:28]3[CH:33]=[CH:32][CH:31]=[CH:30][CH:29]=3)=[CH:24][CH:23]=2)[CH:21]=1)=[O:16])[CH2:6][C:7]1[CH:12]=[CH:11][C:10]([Cl:13])=[CH:9][CH:8]=1)C.[OH-].[Na+], predict the reaction product. The product is: [C:25]1([C:28]2[CH:29]=[CH:30][CH:31]=[CH:32][CH:33]=2)[CH:24]=[CH:23][C:22]([C:20]2[CH:21]=[C:17]([C:15]([NH:14][CH:5]([CH2:6][C:7]3[CH:8]=[CH:9][C:10]([Cl:13])=[CH:11][CH:12]=3)[C:4]([OH:44])=[O:3])=[O:16])[N:18]([C:34]3[CH:39]=[CH:38][CH:37]=[C:36]([C:40]([F:43])([F:42])[F:41])[CH:35]=3)[N:19]=2)=[CH:27][CH:26]=1. (3) Given the reactants [C:1]1([C:7]2([C:22]3[CH:27]=[CH:26][CH:25]=[CH:24][CH:23]=3)[NH:11][C:10](=[O:12])[N:9]([CH2:13][O:14][CH:15]3[CH2:20][CH2:19][CH2:18][CH2:17][O:16]3)[C:8]2=[O:21])[CH:6]=[CH:5][CH:4]=[CH:3][CH:2]=1.[CH2:28](Br)[C:29]1[CH:34]=[CH:33][CH:32]=[CH:31][CH:30]=1, predict the reaction product. The product is: [CH2:28]([N:11]1[C:7]([C:1]2[CH:2]=[CH:3][CH:4]=[CH:5][CH:6]=2)([C:22]2[CH:23]=[CH:24][CH:25]=[CH:26][CH:27]=2)[C:8](=[O:21])[N:9]([CH2:13][O:14][CH:15]2[CH2:20][CH2:19][CH:18]=[CH:17][O:16]2)[C:10]1=[O:12])[C:29]1[CH:34]=[CH:33][CH:32]=[CH:31][CH:30]=1. (4) Given the reactants [CH3:1][O:2][C:3]([NH:5][C@H:6]([C:58]1[CH:63]=[CH:62][CH:61]=[CH:60][CH:59]=1)[C:7]([N:9]1[CH2:13][CH2:12][CH2:11][C@H:10]1[C:14]1[NH:18][C:17]2[C:19]3[C:24]([CH2:25][CH2:26][C:16]=2[N:15]=1)=[CH:23][C:22]([C:27]1[CH:28]=[C:29]2[C:34](=[CH:35][CH:36]=1)[CH:33]=[C:32]([C:37]1[NH:41][C:40]([C@@H:42]4[CH2:46][CH2:45][CH2:44][N:43]4[C:47](=[O:57])[C@@H:48]([NH:52][C:53](=[O:56])[O:54][CH3:55])[CH:49]([CH3:51])[CH3:50])=[N:39][CH:38]=1)[CH:31]=[CH:30]2)=[CH:21][CH:20]=3)=[O:8])=[O:4].BrC1C=C2C(=CC=1)C=C(C1NC([C@@H]3CCCN3C(=O)[C@@H](N[C:91](=O)[O:92][CH3:93])C(C)C)=NC=1)C=C2, predict the reaction product. The product is: [CH3:1][O:2][C:3]([NH:5][C@H:6]([C:58]1[CH:59]=[CH:60][CH:61]=[CH:62][CH:63]=1)[C:7]([N:9]1[CH2:13][CH2:12][CH2:11][C@H:10]1[C:14]1[NH:18][C:17]2[C:19]3[C:24]([CH2:25][CH2:26][C:16]=2[N:15]=1)=[CH:23][C:22]([C:27]1[CH:28]=[C:29]2[C:34](=[CH:35][CH:36]=1)[CH:33]=[C:32]([C:37]1[NH:41][C:40]([C@@H:42]4[CH2:46][CH2:45][CH2:44][N:43]4[C:47](=[O:57])[C@@H:48]([NH:52][C:53](=[O:56])[O:54][CH3:55])[CH:49]4[CH2:51][CH2:93][O:92][CH2:91][CH2:50]4)=[N:39][CH:38]=1)[CH:31]=[CH:30]2)=[CH:21][CH:20]=3)=[O:8])=[O:4]. (5) Given the reactants [Cl:1][C:2]1[C:3]2[CH:10]=[CH:9][N:8]([C@@H:11]3[O:26][C@H:25]([CH2:27][O:28][CH2:29][C:30]4[CH:35]=[CH:34][C:33]([Cl:36])=[CH:32][C:31]=4[Cl:37])[C@@H:14]([O:15][CH2:16][C:17]4[CH:22]=[CH:21][C:20]([Cl:23])=[CH:19][C:18]=4[Cl:24])[C@@:12]3([CH2:38]O)[OH:13])[C:4]=2[N:5]=[CH:6][N:7]=1.C(N(CC)CC)C.C1(C)C=CC(S(Cl)(=O)=O)=CC=1.[F-:58].C([N+](CCCC)(CCCC)CCCC)CCC, predict the reaction product. The product is: [Cl:1][C:2]1[C:3]2[CH:10]=[CH:9][N:8]([C@@H:11]3[O:26][C@H:25]([CH2:27][O:28][CH2:29][C:30]4[CH:35]=[CH:34][C:33]([Cl:36])=[CH:32][C:31]=4[Cl:37])[C@@H:14]([O:15][CH2:16][C:17]4[CH:22]=[CH:21][C:20]([Cl:23])=[CH:19][C:18]=4[Cl:24])[C@@:12]3([CH2:38][F:58])[OH:13])[C:4]=2[N:5]=[CH:6][N:7]=1.